The task is: Predict which catalyst facilitates the given reaction.. This data is from Catalyst prediction with 721,799 reactions and 888 catalyst types from USPTO. (1) Reactant: Cl.[C:2]([O:6][C:7](=[O:14])[C@H:8]([CH2:10][CH:11]([CH3:13])[CH3:12])[NH2:9])([CH3:5])([CH3:4])[CH3:3].C(N(C(C)C)CC)(C)C.[CH2:24]([C:28]1[CH:33]=[C:32](Cl)[N:31]=[C:30]([N:35]2[CH:39]=[C:38]([C:40]3[CH:45]=[CH:44][C:43]([O:46][C:47]([F:50])([F:49])[F:48])=[CH:42][CH:41]=3)[N:37]=[CH:36]2)[N:29]=1)[CH2:25][CH2:26][CH3:27]. Product: [C:2]([O:6][C:7](=[O:14])[CH:8]([NH:9][C:32]1[CH:33]=[C:28]([CH2:24][CH2:25][CH2:26][CH3:27])[N:29]=[C:30]([N:35]2[CH:39]=[C:38]([C:40]3[CH:45]=[CH:44][C:43]([O:46][C:47]([F:48])([F:49])[F:50])=[CH:42][CH:41]=3)[N:37]=[CH:36]2)[N:31]=1)[CH2:10][CH:11]([CH3:12])[CH3:13])([CH3:5])([CH3:4])[CH3:3]. The catalyst class is: 16. (2) Product: [CH2:1]([N:5]1[C:9](=[O:10])[N:8]=[N:7][C:6]1=[O:11])[CH2:2][CH2:3][CH3:4]. The catalyst class is: 4. Reactant: [CH2:1]([N:5]1[C:9](=[O:10])[NH:8][NH:7][C:6]1=[O:11])[CH2:2][CH2:3][CH3:4]. (3) Reactant: Br[C:2]1[CH:7]=[CH:6][C:5]([C:8]2[NH:12][C:11]([NH:13][C:14](=[O:16])[CH3:15])=[N:10][CH:9]=2)=[CH:4][CH:3]=1.CC1(C)C(C)(C)OB([C:25]2[CH:30]=[CH:29][C:28]([C:31]3[NH:35][C:34]([C@@H:36]4[CH2:40][CH2:39][CH2:38][N:37]4[C:41]([O:43][C:44]([CH3:47])([CH3:46])[CH3:45])=[O:42])=[N:33][CH:32]=3)=[CH:27][CH:26]=2)O1.C([O-])(O)=O.[Na+]. Product: [C:14]([NH:13][C:11]1[NH:12][C:8]([C:5]2[CH:6]=[CH:7][C:2]([C:25]3[CH:26]=[CH:27][C:28]([C:31]4[NH:35][C:34]([C@@H:36]5[CH2:40][CH2:39][CH2:38][N:37]5[C:41]([O:43][C:44]([CH3:47])([CH3:46])[CH3:45])=[O:42])=[N:33][CH:32]=4)=[CH:29][CH:30]=3)=[CH:3][CH:4]=2)=[CH:9][N:10]=1)(=[O:16])[CH3:15]. The catalyst class is: 108. (4) Reactant: I[C:2]1[CH:7]=[CH:6][C:5]([CH2:8][C:9]([NH:11][C:12]2[S:13][CH:14]=[C:15]([CH3:23])[C:16]=2[C:17]2[NH:21][C:20]([CH3:22])=[N:19][N:18]=2)=[O:10])=[CH:4][CH:3]=1.[N:24]1[CH:29]=[CH:28][C:27](B(O)O)=[CH:26][CH:25]=1.C(=O)(O)[O-].[Na+].COCCOC. Product: [CH3:23][C:15]1[C:16]([C:17]2[NH:21][C:20]([CH3:22])=[N:19][N:18]=2)=[C:12]([NH:11][C:9](=[O:10])[CH2:8][C:5]2[CH:6]=[CH:7][C:2]([C:27]3[CH:28]=[CH:29][N:24]=[CH:25][CH:26]=3)=[CH:3][CH:4]=2)[S:13][CH:14]=1. The catalyst class is: 103. (5) Reactant: [CH3:1][O:2][CH2:3][C@@H:4]([N:11]([CH2:34][C:35]1([C:38]([O:40]C)=[O:39])[CH2:37][CH2:36]1)[C:12]([C@@H:14]1[CH2:23][C:22]2[C:17](=[CH:18][CH:19]=[CH:20][CH:21]=2)[CH2:16][N:15]1[C:24]([O:26][CH2:27][C:28]1[CH:33]=[CH:32][CH:31]=[CH:30][CH:29]=1)=[O:25])=[O:13])[C:5]1[CH:10]=[CH:9][CH:8]=[CH:7][CH:6]=1.[Li+].[OH-].Cl. Product: [CH2:27]([O:26][C:24]([N:15]1[C@H:14]([C:12]([N:11]([CH2:34][C:35]2([C:38]([OH:40])=[O:39])[CH2:36][CH2:37]2)[C@@H:4]([C:5]2[CH:6]=[CH:7][CH:8]=[CH:9][CH:10]=2)[CH2:3][O:2][CH3:1])=[O:13])[CH2:23][C:22]2[C:17](=[CH:18][CH:19]=[CH:20][CH:21]=2)[CH2:16]1)=[O:25])[C:28]1[CH:29]=[CH:30][CH:31]=[CH:32][CH:33]=1. The catalyst class is: 36. (6) Reactant: C([SiH2][O:6][C:7](C)(C)[C@H:8]([NH:12][C:13]1[CH:14]=[C:15]([C:19]2[CH:20]=[C:21]3[C:26](=[CH:27][CH:28]=2)[N:25]([CH3:29])[C:24](=[O:30])[CH2:23][CH2:22]3)[CH:16]=[N:17][CH:18]=1)[CH:9]([CH3:11])[CH3:10])(C)(C)C.CCCC[N+](CCCC)(CCCC)CCCC.[F-]. Product: [OH:6][CH2:7][C@H:8]([NH:12][C:13]1[CH:14]=[C:15]([C:19]2[CH:20]=[C:21]3[C:26](=[CH:27][CH:28]=2)[N:25]([CH3:29])[C:24](=[O:30])[CH2:23][CH2:22]3)[CH:16]=[N:17][CH:18]=1)[CH:9]([CH3:10])[CH3:11]. The catalyst class is: 1. (7) Reactant: [H-].[Na+].C(N(CC)CC)C.[OH:10][CH2:11][CH2:12][N:13]([CH3:21])[C:14](=[O:20])[O:15][C:16]([CH3:19])([CH3:18])[CH3:17].[Br:22][C:23]1[CH:28]=[CH:27][C:26](F)=[C:25]([C:30]([F:33])([F:32])[F:31])[CH:24]=1. Product: [Br:22][C:23]1[CH:28]=[CH:27][C:26]([O:10][CH2:11][CH2:12][N:13]([CH3:21])[C:14](=[O:20])[O:15][C:16]([CH3:17])([CH3:18])[CH3:19])=[C:25]([C:30]([F:31])([F:32])[F:33])[CH:24]=1. The catalyst class is: 31. (8) Reactant: [C:1]([C:9]1[C:10]([F:20])=[C:11]([C@H:16]([NH2:19])[CH2:17][CH3:18])[CH:12]=[CH:13][C:14]=1[Cl:15])(=[O:8])[C:2]1[CH:7]=[CH:6][CH:5]=[CH:4][CH:3]=1.C(O)C.[C:24]([NH2:28])(=[O:27])[CH:25]=[CH2:26]. Product: [C:1]([C:9]1[C:10]([F:20])=[C:11]([C@H:16]([NH:19][CH2:26][CH2:25][C:24]([NH2:28])=[O:27])[CH2:17][CH3:18])[CH:12]=[CH:13][C:14]=1[Cl:15])(=[O:8])[C:2]1[CH:3]=[CH:4][CH:5]=[CH:6][CH:7]=1. The catalyst class is: 5.